This data is from Merck oncology drug combination screen with 23,052 pairs across 39 cell lines. The task is: Regression. Given two drug SMILES strings and cell line genomic features, predict the synergy score measuring deviation from expected non-interaction effect. (1) Drug 1: C=CCn1c(=O)c2cnc(Nc3ccc(N4CCN(C)CC4)cc3)nc2n1-c1cccc(C(C)(C)O)n1. Drug 2: Cc1nc(Nc2ncc(C(=O)Nc3c(C)cccc3Cl)s2)cc(N2CCN(CCO)CC2)n1. Cell line: PA1. Synergy scores: synergy=11.2. (2) Drug 1: CN(C)C(=N)N=C(N)N. Drug 2: NC(=O)c1cccc2cn(-c3ccc(C4CCCNC4)cc3)nc12. Cell line: NCIH460. Synergy scores: synergy=3.19. (3) Drug 1: Nc1ccn(C2OC(CO)C(O)C2(F)F)c(=O)n1. Drug 2: Cn1cc(-c2cnn3c(N)c(Br)c(C4CCCNC4)nc23)cn1. Cell line: A375. Synergy scores: synergy=-3.44. (4) Drug 1: CCC1(O)C(=O)OCc2c1cc1n(c2=O)Cc2cc3c(CN(C)C)c(O)ccc3nc2-1. Drug 2: Cn1cc(-c2cnn3c(N)c(Br)c(C4CCCNC4)nc23)cn1. Cell line: UWB1289. Synergy scores: synergy=1.78. (5) Drug 1: O=C(CCCCCCC(=O)Nc1ccccc1)NO. Drug 2: C#Cc1cccc(Nc2ncnc3cc(OCCOC)c(OCCOC)cc23)c1. Cell line: NCIH2122. Synergy scores: synergy=30.7. (6) Synergy scores: synergy=-8.39. Drug 1: O=S1(=O)NC2(CN1CC(F)(F)F)C1CCC2Cc2cc(C=CCN3CCC(C(F)(F)F)CC3)ccc2C1. Drug 2: Cn1nnc2c(C(N)=O)ncn2c1=O. Cell line: LOVO. (7) Drug 1: N.N.O=C(O)C1(C(=O)O)CCC1.[Pt]. Drug 2: CC1(c2nc3c(C(N)=O)cccc3[nH]2)CCCN1. Cell line: SW620. Synergy scores: synergy=7.54. (8) Drug 1: Nc1ccn(C2OC(CO)C(O)C2(F)F)c(=O)n1. Drug 2: CS(=O)(=O)CCNCc1ccc(-c2ccc3ncnc(Nc4ccc(OCc5cccc(F)c5)c(Cl)c4)c3c2)o1. Cell line: RPMI7951. Synergy scores: synergy=-13.0. (9) Drug 1: CC1CC2C3CCC4=CC(=O)C=CC4(C)C3(F)C(O)CC2(C)C1(O)C(=O)CO. Drug 2: Cn1c(=O)n(-c2ccc(C(C)(C)C#N)cc2)c2c3cc(-c4cnc5ccccc5c4)ccc3ncc21. Cell line: HT29. Synergy scores: synergy=22.5.